Dataset: Forward reaction prediction with 1.9M reactions from USPTO patents (1976-2016). Task: Predict the product of the given reaction. (1) Given the reactants [O:1]1[C:5]2([CH2:10][CH2:9][CH:8]([NH:11][C:12]3[CH:17]=[CH:16][CH:15]=[CH:14][C:13]=3[OH:18])[CH2:7][CH2:6]2)[O:4][CH2:3][CH2:2]1.[Br:19]N1C(=O)CCC1=O, predict the reaction product. The product is: [Br:19][C:15]1[CH:16]=[CH:17][C:12]([NH:11][CH:8]2[CH2:9][CH2:10][C:5]3([O:4][CH2:3][CH2:2][O:1]3)[CH2:6][CH2:7]2)=[C:13]([OH:18])[CH:14]=1. (2) The product is: [Cl:33][C:2]([Cl:32])([Cl:1])[CH2:3][O:4][C:5]([C@@H:7]1[CH2:12][CH2:11][CH2:10][N:9]([C:13](=[O:31])[C@@H:14]([NH:23][C:24](=[O:26])[C@@H:90]([NH:89][C:36]([O:38][CH2:63][CH:61]2[C:60]3[CH:59]=[CH:58][CH:57]=[CH:56][C:55]=3[C:54]3[C:62]2=[CH:50][CH:51]=[CH:52][CH:53]=3)=[O:37])[CH:91]([CH3:92])[CH3:41])[CH2:15][O:16][CH2:17][C:18]2([CH3:22])[CH2:21][O:20][CH2:19]2)[NH:8]1)=[O:6]. Given the reactants [Cl:1][C:2]([Cl:33])([Cl:32])[CH2:3][O:4][C:5]([C@@H:7]1[CH2:12][CH2:11][CH2:10][N:9]([C:13](=[O:31])[C@@H:14]([NH:23][C:24]([O:26]C(C)(C)C)=O)[CH2:15][O:16][CH2:17][C:18]2([CH3:22])[CH2:21][O:20][CH2:19]2)[NH:8]1)=[O:6].FC(F)(F)[C:36]([OH:38])=[O:37].[CH:41](N(CC)C(C)C)(C)C.[CH:50]1[C:62]2[CH:61]([CH2:63]OC(N[C@H](C(O)=O)C(C)C)=O)[C:60]3[C:55](=[CH:56][CH:57]=[CH:58][CH:59]=3)[C:54]=2[CH:53]=[CH:52][CH:51]=1.C[NH3+].F[P-](F)(F)(F)(F)F.N1(OC(N(C)C)=[N+](C)C)C2[N:89]=[CH:90][CH:91]=[CH:92]C=2N=N1.F[P-](F)(F)(F)(F)F, predict the reaction product.